From a dataset of Forward reaction prediction with 1.9M reactions from USPTO patents (1976-2016). Predict the product of the given reaction. (1) Given the reactants [C:1]([O:5][C:6]([N:8]1[CH2:15][CH:14]2[N:16]([C:17]([O:19][C:20]([CH3:23])([CH3:22])[CH3:21])=[O:18])[CH:10]([CH2:11][C:12]([C:39]3[S:40][CH:41]=[C:42]([CH2:44][CH2:45][CH2:46][OH:47])[N:43]=3)=[C:13]2[C:24](=[O:38])[N:25]([CH:35]2[CH2:37][CH2:36]2)[CH2:26][C:27]2[CH:32]=[CH:31][CH:30]=[C:29]([Cl:33])[C:28]=2[Cl:34])[CH2:9]1)=[O:7])([CH3:4])([CH3:3])[CH3:2].[Cl:48][C:49]1[C:50]([F:57])=[C:51](O)[C:52]([F:55])=[CH:53][CH:54]=1, predict the reaction product. The product is: [C:1]([O:5][C:6]([N:8]1[CH2:15][CH:14]2[N:16]([C:17]([O:19][C:20]([CH3:23])([CH3:22])[CH3:21])=[O:18])[CH:10]([CH2:11][C:12]([C:39]3[S:40][CH:41]=[C:42]([CH2:44][CH2:45][CH2:46][O:47][C:51]4[C:52]([F:55])=[CH:53][CH:54]=[C:49]([Cl:48])[C:50]=4[F:57])[N:43]=3)=[C:13]2[C:24](=[O:38])[N:25]([CH:35]2[CH2:36][CH2:37]2)[CH2:26][C:27]2[CH:32]=[CH:31][CH:30]=[C:29]([Cl:33])[C:28]=2[Cl:34])[CH2:9]1)=[O:7])([CH3:4])([CH3:2])[CH3:3]. (2) Given the reactants Cl[C:2]1[C:11]2[C:6](=[CH:7][C:8]([C:12]3[CH:17]=[CH:16][CH:15]=[CH:14][C:13]=3[CH3:18])=[CH:9][CH:10]=2)[CH:5]=[N:4][N:3]=1.[Cl:19][C:20]1[CH:25]=[CH:24][C:23]([CH:26]2[CH2:31][O:30][CH2:29][CH2:28][NH:27]2)=[CH:22][CH:21]=1.C(N(C(C)C)CC)(C)C.C([O-])([O-])=O.[Na+].[Na+], predict the reaction product. The product is: [Cl:19][C:20]1[CH:21]=[CH:22][C:23]([CH:26]2[N:27]([C:2]3[C:11]4[C:6](=[CH:7][C:8]([C:12]5[CH:17]=[CH:16][CH:15]=[CH:14][C:13]=5[CH3:18])=[CH:9][CH:10]=4)[CH:5]=[N:4][N:3]=3)[CH2:28][CH2:29][O:30][CH2:31]2)=[CH:24][CH:25]=1. (3) Given the reactants [CH2:1]([O:3][CH:4]([O:9][CH2:10][CH3:11])[C:5](=[NH:8])OC)[CH3:2].[C:12](O)(=O)C.[NH2:16][C:17]1[CH:18]=[C:19]([CH:22]=[CH:23][C:24]=1NC)[C:20]#[N:21], predict the reaction product. The product is: [CH2:10]([O:9][CH:4]([O:3][CH2:1][CH3:2])[C:5]1[N:8]([CH3:12])[C:24]2[CH:23]=[CH:22][C:19]([C:20]#[N:21])=[CH:18][C:17]=2[N:16]=1)[CH3:11]. (4) Given the reactants N1C=C[CH:3]=N1.CN([C@@H](C1C=CC=CC=1)C)C([C:10]1[C:14]([Br:15])=[C:13]([NH:16][C:17](=[O:25])[C:18]2[CH:23]=[CH:22][CH:21]=[CH:20][C:19]=2[Cl:24])[NH:12][N:11]=1)=O.ClC1C=CC=CC=1C(Cl)=O.C(OC([N:54]1[CH2:60][CH2:59][CH2:58][CH2:57][C@@H:56]([NH:61][C:62]([O:64]C(C)(C)C)=O)[CH2:55]1)=O)C1C=CC=CC=1.N(C(OC(C)(C)C)=O)[C@@H](C(O)=O)CCCCN.N1(N)CCCCC1, predict the reaction product. The product is: [NH:54]1[CH2:60][CH2:59][CH2:58][CH2:57][C@@H:56]([NH:61][C:62]([C:10]2[C:14]([Br:15])=[C:13]([NH:16][C:17](=[O:25])[C:18]3[CH:23]=[CH:22][CH:21]=[CH:20][C:19]=3[Cl:24])[N:12]([CH3:3])[N:11]=2)=[O:64])[CH2:55]1.